Task: Regression. Given two drug SMILES strings and cell line genomic features, predict the synergy score measuring deviation from expected non-interaction effect.. Dataset: NCI-60 drug combinations with 297,098 pairs across 59 cell lines (1) Drug 1: C1=NC2=C(N1)C(=S)N=CN2. Drug 2: COC1=C2C(=CC3=C1OC=C3)C=CC(=O)O2. Cell line: HOP-92. Synergy scores: CSS=27.3, Synergy_ZIP=-8.47, Synergy_Bliss=3.27, Synergy_Loewe=-23.9, Synergy_HSA=-0.00130. (2) Drug 1: C1=C(C(=O)NC(=O)N1)F. Drug 2: C1CC(=O)NC(=O)C1N2C(=O)C3=CC=CC=C3C2=O. Cell line: PC-3. Synergy scores: CSS=41.6, Synergy_ZIP=2.40, Synergy_Bliss=3.85, Synergy_Loewe=2.47, Synergy_HSA=5.78.